Dataset: Full USPTO retrosynthesis dataset with 1.9M reactions from patents (1976-2016). Task: Predict the reactants needed to synthesize the given product. (1) Given the product [CH3:14][C:13]1[O:15][C:5]([C:6]2[CH:11]=[CH:10][C:9]([Br:12])=[CH:8][N:7]=2)=[N:4][N:3]=1, predict the reactants needed to synthesize it. The reactants are: N1[C:5]([C:6]2[CH:11]=[CH:10][C:9]([Br:12])=[CH:8][N:7]=2)=[N:4][N:3]=N1.[C:13](OC(=O)C)(=[O:15])[CH3:14]. (2) Given the product [O:32]([C@H:27]1[C@@H:28]([CH2:30][OH:31])[O:29][C@@H:24]([OH:23])[C@H:25]([OH:34])[C@H:26]1[OH:33])[C@H:38]1[O:46][C@H:45]([CH2:47][OH:48])[C@H:43]([OH:44])[C@H:41]([OH:42])[C@H:39]1[OH:40], predict the reactants needed to synthesize it. The reactants are: C1C(=O)NC(=O)N([C@@H]2O[C@H](COP(OP([O:23][C@H:24]3[O:29][C@H:28]([CH2:30][OH:31])[C@H:27]([OH:32])[C@H:26]([OH:33])[C@H:25]3[OH:34])(O)=O)(O)=O)[C@@H](O)[C@H]2O)C=1.O([C@@H]1[C@@H](CO)OC(O)[C@H](NC(C)=O)[C@H]1O)[C@@H:38]1[O:46][C@H:45]([CH2:47][OH:48])[C@H:43]([OH:44])[C@H:41]([OH:42])[C@H:39]1[OH:40]. (3) Given the product [CH3:29][C@:26]12[C@@:25]3([CH3:30])[C@@H:16]([C@:17]4([CH3:43])[C@@H:22]([CH2:23][CH2:24]3)[C:21]([CH3:31])([CH3:32])[C:20]([C:33]3[CH:42]=[CH:41][C:36]([C:37]([O:39][CH3:40])=[O:38])=[CH:35][CH:34]=3)=[CH:19][CH2:18]4)[CH2:15][CH2:14][C@@H:13]1[C@H:12]1[C@H:44]([C:47]([CH3:49])=[CH2:48])[CH2:45][CH2:46][C@:11]1([NH:10][CH2:9][CH2:8][N:2]1[CH2:3][C@@H:4]3[CH2:7][C@H:1]1[CH2:6][N:5]3[S:58]([CH3:57])(=[O:60])=[O:59])[CH2:28][CH2:27]2, predict the reactants needed to synthesize it. The reactants are: [C@H:1]12[CH2:7][C@H:4]([NH:5][CH2:6]1)[CH2:3][N:2]2[CH2:8][CH2:9][NH:10][C@:11]12[CH2:46][CH2:45][C@@H:44]([C:47]([CH3:49])=[CH2:48])[C@@H:12]1[C@@H:13]1[C@@:26]([CH3:29])([CH2:27][CH2:28]2)[C@@:25]2([CH3:30])[C@@H:16]([C@:17]3([CH3:43])[C@@H:22]([CH2:23][CH2:24]2)[C:21]([CH3:32])([CH3:31])[C:20]([C:33]2[CH:42]=[CH:41][C:36]([C:37]([O:39][CH3:40])=[O:38])=[CH:35][CH:34]=2)=[CH:19][CH2:18]3)[CH2:15][CH2:14]1.C(N(CC)CC)C.[CH3:57][S:58](Cl)(=[O:60])=[O:59].